This data is from Full USPTO retrosynthesis dataset with 1.9M reactions from patents (1976-2016). The task is: Predict the reactants needed to synthesize the given product. (1) Given the product [CH3:38][C:39]1[CH:44]=[CH:43][C:42]([C:2]2[N:3]=[C:4]3[C:10]4[CH:11]=[CH:12][CH:13]=[CH:14][C:9]=4[NH:8][C:7]4[N:15]=[CH:16][CH:17]=[CH:18][C:6]=4[N:5]3[C:19]=2[C:20]2[CH:25]=[CH:24][C:23]([C:26]3([NH:30][C:31](=[O:37])[O:32][C:33]([CH3:36])([CH3:35])[CH3:34])[CH2:27][CH2:28][CH2:29]3)=[CH:22][CH:21]=2)=[CH:41][C:40]=1[N+:54]([O-:56])=[O:55], predict the reactants needed to synthesize it. The reactants are: Cl[C:2]1[N:3]=[C:4]2[C:10]3[CH:11]=[CH:12][CH:13]=[CH:14][C:9]=3[NH:8][C:7]3[N:15]=[CH:16][CH:17]=[CH:18][C:6]=3[N:5]2[C:19]=1[C:20]1[CH:25]=[CH:24][C:23]([C:26]2([NH:30][C:31](=[O:37])[O:32][C:33]([CH3:36])([CH3:35])[CH3:34])[CH2:29][CH2:28][CH2:27]2)=[CH:22][CH:21]=1.[CH3:38][C:39]1[CH:44]=[CH:43][C:42](B2OC(C)(C)C(C)(C)O2)=[CH:41][C:40]=1[N+:54]([O-:56])=[O:55].C([O-])([O-])=O.[Na+].[Na+]. (2) Given the product [N+:1]([C:4]1[C:5]([CH3:21])=[C:6]2[C:11](=[C:12]([CH3:15])[C:13]=1[CH3:14])[O:10][C:9]([CH2:17][O:18][CH3:19])([CH3:16])[CH2:8][CH:7]2[OH:20])([O-:3])=[O:2], predict the reactants needed to synthesize it. The reactants are: [N+:1]([C:4]1[C:5]([CH3:21])=[C:6]2[C:11](=[C:12]([CH3:15])[C:13]=1[CH3:14])[O:10][C:9]([CH2:17][O:18][CH3:19])([CH3:16])[CH2:8][C:7]2=[O:20])([O-:3])=[O:2].[BH4-].[Na+].O. (3) Given the product [CH3:8][C:2]1[CH:3]=[C:4]([CH3:7])[CH:5]=[CH:6][N+:1]=1[O-:14], predict the reactants needed to synthesize it. The reactants are: [N:1]1[CH:6]=[CH:5][C:4]([CH3:7])=[CH:3][C:2]=1[CH3:8].ClC1C=C(C=CC=1)C(OO)=[O:14].S([O-])(O)=O.[Na+]. (4) Given the product [F:17][C:14]1[CH:13]=[CH:12][C:11]([C:10]2[C:9]([C:18]3[CH:19]=[CH:20][C:21]([F:24])=[CH:22][CH:23]=3)=[C:8]([CH:25]=[O:26])[N:7]([CH:27]([CH3:29])[CH3:28])[C:6]=2[C:4]([OH:5])=[O:3])=[CH:16][CH:15]=1, predict the reactants needed to synthesize it. The reactants are: C([O:3][C:4]([C:6]1[N:7]([CH:27]([CH3:29])[CH3:28])[C:8]([CH:25]=[O:26])=[C:9]([C:18]2[CH:23]=[CH:22][C:21]([F:24])=[CH:20][CH:19]=2)[C:10]=1[C:11]1[CH:16]=[CH:15][C:14]([F:17])=[CH:13][CH:12]=1)=[O:5])C.[OH-].[Na+]. (5) Given the product [Cl:1][C:2]1[CH:7]=[CH:6][N:5]=[C:4]([C:8]2[NH:9][N:10]=[C:11]([CH:13]3[CH2:18][CH2:17][N:16]([CH2:41][C:40]4[CH:39]=[CH:38][C:37]([C:28]5[C:27]([C:21]6[CH:22]=[CH:23][C:24]([F:26])=[CH:25][C:20]=6[F:19])=[CH:32][N:31]6[N:33]=[C:34]([CH3:36])[N:35]=[C:30]6[N:29]=5)=[CH:44][CH:43]=4)[CH2:15][CH2:14]3)[N:12]=2)[CH:3]=1, predict the reactants needed to synthesize it. The reactants are: [Cl:1][C:2]1[CH:7]=[CH:6][N:5]=[C:4]([C:8]2[NH:9][N:10]=[C:11]([CH:13]3[CH2:18][CH2:17][NH:16][CH2:15][CH2:14]3)[N:12]=2)[CH:3]=1.[F:19][C:20]1[CH:25]=[C:24]([F:26])[CH:23]=[CH:22][C:21]=1[C:27]1[C:28]([C:37]2[CH:44]=[CH:43][C:40]([CH:41]=O)=[CH:39][CH:38]=2)=[N:29][C:30]2[N:31]([N:33]=[C:34]([CH3:36])[N:35]=2)[CH:32]=1.[BH-](OC(C)=O)(OC(C)=O)OC(C)=O.[Na+].C([O-])(O)=O.[Na+]. (6) The reactants are: [CH:1]1([C@H:4]([NH2:6])[CH3:5])[CH2:3][CH2:2]1.Cl[C:8]1[CH:13]=[C:12]([C:14]2[CH:19]=[CH:18][CH:17]=[C:16]([Cl:20])[C:15]=2[Cl:21])[N:11]=[C:10]([NH2:22])[N:9]=1. Given the product [CH:1]1([C@H:4]([NH:6][C:8]2[CH:13]=[C:12]([C:14]3[CH:19]=[CH:18][CH:17]=[C:16]([Cl:20])[C:15]=3[Cl:21])[N:11]=[C:10]([NH2:22])[N:9]=2)[CH3:5])[CH2:3][CH2:2]1, predict the reactants needed to synthesize it. (7) Given the product [CH3:19][O:18][CH2:17][CH:16]([NH:15][C:13]([C:9]1[N:10]=[CH:11][NH:12][C:7](=[O:6])[CH:8]=1)=[O:14])[C:20]1[CH:25]=[CH:24][C:23]([O:26][C:27]([F:29])([F:30])[F:28])=[CH:22][CH:21]=1, predict the reactants needed to synthesize it. The reactants are: COC1C=C(OC)C=CC=1C[O:6][C:7]1[N:12]=[CH:11][N:10]=[C:9]([C:13]([NH:15][CH:16]([C:20]2[CH:25]=[CH:24][C:23]([O:26][C:27]([F:30])([F:29])[F:28])=[CH:22][CH:21]=2)[CH2:17][O:18][CH3:19])=[O:14])[CH:8]=1.FC(F)(F)C(O)=O.C(=O)([O-])O.[Na+]. (8) Given the product [CH3:18][C:5]1[CH:6]=[C:7]([CH2:9][CH2:10][C:11]([O:13][C:14]([CH3:15])([CH3:17])[CH3:16])=[O:12])[CH:8]=[C:3]([C:1]2[S:22][C:21]3[CH:23]=[CH:24][CH:25]=[CH:26][C:20]=3[C:19](=[O:27])[N:2]=2)[N:4]=1, predict the reactants needed to synthesize it. The reactants are: [C:1]([C:3]1[CH:8]=[C:7]([CH2:9][CH2:10][C:11]([O:13][C:14]([CH3:17])([CH3:16])[CH3:15])=[O:12])[CH:6]=[C:5]([CH3:18])[N:4]=1)#[N:2].[C:19](OC)(=[O:27])[C:20]1[C:21](=[CH:23][CH:24]=[CH:25][CH:26]=1)[SH:22].C(N(CC)CC)C. (9) Given the product [OH2:29].[CH:7]([O-:29])([CH3:8])[CH3:6].[ClH:27].[N:2]1[CH:3]=[N:4][N:5]2[CH:10]=[C:9]([C:11]3[CH:20]=[C:19]4[C:14]([C@H:15]([C:21]5[CH:26]=[CH:25][C:24]([Cl:27])=[C:23]([Cl:28])[CH:22]=5)[CH2:16][NH:17][CH2:18]4)=[CH:13][CH:12]=3)[CH:8]=[CH:7][C:6]=12, predict the reactants needed to synthesize it. The reactants are: Cl.[N:2]1[CH:3]=[N:4][N:5]2[CH:10]=[C:9]([C:11]3[CH:20]=[C:19]4[C:14]([C@H:15]([C:21]5[CH:26]=[CH:25][C:24]([Cl:27])=[C:23]([Cl:28])[CH:22]=5)[CH2:16][NH:17][CH2:18]4)=[CH:13][CH:12]=3)[CH:8]=[CH:7][C:6]=12.[OH2:29]. (10) Given the product [C:15]1([CH:3]2[CH:2]([CH3:1])[CH2:7][CH2:6][N:5]([C:8]([O:10][C:11]([CH3:12])([CH3:14])[CH3:13])=[O:9])[CH2:4]2)[N:19]2[C:20]3[CH:26]=[CH:25][NH:24][C:21]=3[N:22]=[CH:23][C:18]2=[CH:17][N:16]=1, predict the reactants needed to synthesize it. The reactants are: [CH3:1][CH:2]1[CH2:7][CH2:6][N:5]([C:8]([O:10][C:11]([CH3:14])([CH3:13])[CH3:12])=[O:9])[CH2:4][CH:3]1[C:15]1[N:19]2[C:20]3[CH:26]=[CH:25][N:24](S(C4C=CC(C)=CC=4)(=O)=O)[C:21]=3[N:22]=[CH:23][C:18]2=[CH:17][N:16]=1.[OH-].[Na+].CC(O)=O.